Dataset: Peptide-MHC class II binding affinity with 134,281 pairs from IEDB. Task: Regression. Given a peptide amino acid sequence and an MHC pseudo amino acid sequence, predict their binding affinity value. This is MHC class II binding data. (1) The peptide sequence is NFGKRELKCGDGIFI. The MHC is DRB1_0901 with pseudo-sequence DRB1_0901. The binding affinity (normalized) is 0.763. (2) The peptide sequence is PIIIDQKYCPNKICT. The MHC is HLA-DPA10103-DPB10301 with pseudo-sequence HLA-DPA10103-DPB10301. The binding affinity (normalized) is 0. (3) The peptide sequence is VNWEVIIMDEAHFLD. The MHC is HLA-DQA10501-DQB10302 with pseudo-sequence HLA-DQA10501-DQB10302. The binding affinity (normalized) is 0.387.